Dataset: Full USPTO retrosynthesis dataset with 1.9M reactions from patents (1976-2016). Task: Predict the reactants needed to synthesize the given product. (1) Given the product [F:17][C:16]1[S:30][C:28]([N:25]2[CH2:26][CH2:27][N:22]([CH3:21])[CH2:23][CH2:24]2)=[N:29][C:15]=1[C:12]1[CH:13]=[CH:14][C:9]([C:8]([OH:7])=[O:20])=[CH:10][CH:11]=1, predict the reactants needed to synthesize it. The reactants are: S1C=CN=C1.C[O:7][C:8](=[O:20])[C:9]1[CH:14]=[CH:13][C:12]([C:15](=O)[CH:16](Br)[F:17])=[CH:11][CH:10]=1.[CH3:21][N:22]1[CH2:27][CH2:26][N:25]([C:28](=[S:30])[NH2:29])[CH2:24][CH2:23]1. (2) Given the product [CH2:41]1[C:42]2[C:47](=[CH:46][CH:45]=[CH:44][CH:43]=2)[CH2:48][CH:40]1[NH:39][C:36]1[N:37]=[CH:38][C:33]2[CH2:32][N:31]([C:29]([C:26]3[N:25]=[N:24][C:23]([CH2:15][C:13]#[N:14])=[CH:28][CH:27]=3)=[O:30])[CH2:50][CH2:49][C:34]=2[N:35]=1, predict the reactants needed to synthesize it. The reactants are: O.C1(C)C=CC(S(O)(=O)=O)=CC=1.[C:13]([CH:15]([C:23]1[N:24]=[N:25][C:26]([C:29]([N:31]2[CH2:50][CH2:49][C:34]3[N:35]=[C:36]([NH:39][CH:40]4[CH2:48][C:47]5[C:42](=[CH:43][CH:44]=[CH:45][CH:46]=5)[CH2:41]4)[N:37]=[CH:38][C:33]=3[CH2:32]2)=[O:30])=[CH:27][CH:28]=1)C(OC(C)(C)C)=O)#[N:14]. (3) Given the product [Cl:1][C:2]1[CH:27]=[C:26]([Cl:28])[CH:25]=[CH:24][C:3]=1[O:4][C:5]1[CH:10]=[CH:9][CH:8]=[CH:7][C:6]=1[NH:11][S:12]([C:15]1[CH:16]=[CH:17][C:18]([C:19]([N:36]2[CH2:37][CH2:38][N:33]([CH2:32][C:31]([N:30]([CH3:29])[C:40]3[CH:45]=[CH:44][CH:43]=[CH:42][CH:41]=3)=[O:39])[CH2:34][CH2:35]2)=[O:21])=[CH:22][CH:23]=1)(=[O:13])=[O:14], predict the reactants needed to synthesize it. The reactants are: [Cl:1][C:2]1[CH:27]=[C:26]([Cl:28])[CH:25]=[CH:24][C:3]=1[O:4][C:5]1[CH:10]=[CH:9][CH:8]=[CH:7][C:6]=1[NH:11][S:12]([C:15]1[CH:23]=[CH:22][C:18]([C:19]([OH:21])=O)=[CH:17][CH:16]=1)(=[O:14])=[O:13].[CH3:29][N:30]([C:40]1[CH:45]=[CH:44][CH:43]=[CH:42][CH:41]=1)[C:31](=[O:39])[CH2:32][N:33]1[CH2:38][CH2:37][NH:36][CH2:35][CH2:34]1. (4) Given the product [CH3:6][C:7]1[N:8]=[C:9]2[N:10]([CH2:18][CH2:19][C:20]3[CH:21]=[CH:22][CH:23]=[CH:24][C:25]=3[CH:26]2[OH:27])[C:11]=1[C:12]1[CH:17]=[CH:16][CH:15]=[CH:14][CH:13]=1, predict the reactants needed to synthesize it. The reactants are: CS(O)(=O)=O.[CH3:6][C:7]1[N:8]=[C:9]([CH:26]=[O:27])[N:10]([CH2:18][CH2:19][C:20]2[CH:25]=[CH:24][CH:23]=[CH:22][CH:21]=2)[C:11]=1[C:12]1[CH:17]=[CH:16][CH:15]=[CH:14][CH:13]=1.C([O-])([O-])=O.[Na+].[Na+]. (5) Given the product [C:19]1([CH2:18][CH2:17][NH:25][C:26](=[S:27])[NH:1][CH2:2][C:3]2[CH:4]=[C:5]([NH:9][C:10](=[O:16])[O:11][C:12]([CH3:13])([CH3:15])[CH3:14])[CH:6]=[CH:7][CH:8]=2)[CH:24]=[CH:23][CH:22]=[CH:21][CH:20]=1, predict the reactants needed to synthesize it. The reactants are: [NH2:1][CH2:2][C:3]1[CH:4]=[C:5]([NH:9][C:10](=[O:16])[O:11][C:12]([CH3:15])([CH3:14])[CH3:13])[CH:6]=[CH:7][CH:8]=1.[CH2:17]([N:25]=[C:26]=[S:27])[CH2:18][C:19]1[CH:24]=[CH:23][CH:22]=[CH:21][CH:20]=1. (6) Given the product [Si:1]([O:8][C:9]1[C:10](=[O:17])[CH:11]=[C:12]([CH2:15][NH2:18])[O:13][CH:14]=1)([C:4]([CH3:7])([CH3:6])[CH3:5])([CH3:3])[CH3:2], predict the reactants needed to synthesize it. The reactants are: [Si:1]([O:8][C:9]1[C:10](=[O:17])[CH:11]=[C:12]([CH2:15]Cl)[O:13][CH:14]=1)([C:4]([CH3:7])([CH3:6])[CH3:5])([CH3:3])[CH3:2].[N-:18]=[N+]=[N-].[Na+].